This data is from NCI-60 drug combinations with 297,098 pairs across 59 cell lines. The task is: Regression. Given two drug SMILES strings and cell line genomic features, predict the synergy score measuring deviation from expected non-interaction effect. Drug 2: COC1=NC(=NC2=C1N=CN2C3C(C(C(O3)CO)O)O)N. Synergy scores: CSS=-1.99, Synergy_ZIP=0.854, Synergy_Bliss=-0.195, Synergy_Loewe=-1.15, Synergy_HSA=-1.03. Cell line: SF-295. Drug 1: CN(C)C1=NC(=NC(=N1)N(C)C)N(C)C.